Task: Predict the reactants needed to synthesize the given product.. Dataset: Full USPTO retrosynthesis dataset with 1.9M reactions from patents (1976-2016) (1) Given the product [ClH:1].[C:10]([CH2:9][C:6]1[CH:7]=[CH:8][C:3]([CH2:2][S:14][C:13](=[NH:12])[NH2:15])=[CH:4][CH:5]=1)#[N:11], predict the reactants needed to synthesize it. The reactants are: [Cl:1][CH2:2][C:3]1[CH:8]=[CH:7][C:6]([CH2:9][C:10]#[N:11])=[CH:5][CH:4]=1.[NH2:12][C:13]([NH2:15])=[S:14]. (2) Given the product [O:8]1[CH:12]=[CH:11][CH:10]=[C:9]1[C:2]1[N:3]=[C:4]([NH2:7])[S:5][CH:6]=1, predict the reactants needed to synthesize it. The reactants are: Br[C:2]1[N:3]=[C:4]([NH2:7])[S:5][CH:6]=1.[O:8]1[CH:12]=[CH:11][CH:10]=[C:9]1B(O)O.CO.C([O-])(O)=O.[Na+].